Dataset: Full USPTO retrosynthesis dataset with 1.9M reactions from patents (1976-2016). Task: Predict the reactants needed to synthesize the given product. (1) Given the product [Br:1][C:2]1[C:3]2[C:4]3[C:9](=[CH:8][C:7]([C:33]([OH:32])([CH3:29])[CH3:24])=[CH:6][CH:5]=3)[NH:10][C:11]=2[C:12]([C:16]([NH2:17])=[O:18])=[CH:13][C:14]=1[F:15], predict the reactants needed to synthesize it. The reactants are: [Br:1][C:2]1[C:14]([F:15])=[CH:13][C:12]([C:16](=[O:18])[NH2:17])=[C:11]2[C:3]=1[C:4]1[CH:5]=[CH:6][C:7](C(OCC)=O)=[CH:8][C:9]=1[NH:10]2.[CH3:24][Mg]Cl.[NH4+].[Cl-].[CH2:29]1[CH2:33][O:32]CC1. (2) Given the product [CH3:25][C:15]1[CH:20]=[CH:19][C:18]([S:21]([O:4][CH2:3][C:2]([F:7])([F:1])[CH2:5][OH:6])(=[O:23])=[O:22])=[CH:17][CH:16]=1, predict the reactants needed to synthesize it. The reactants are: [F:1][C:2]([F:7])([CH2:5][OH:6])[CH2:3][OH:4].C(N(CC)CC)C.[C:15]1([CH3:25])[CH:20]=[CH:19][C:18]([S:21](Cl)(=[O:23])=[O:22])=[CH:17][CH:16]=1.O. (3) Given the product [CH3:37][N:9]([CH3:8])[CH2:10][CH2:11][CH:12]([C:21]1[CH:22]=[CH:23][C:24]([O:27][CH2:28][CH2:29][CH2:30][N:31]2[CH2:32][CH2:33][CH2:34][CH2:35][CH2:36]2)=[CH:25][CH:26]=1)[CH2:13][C:14]1[CH:15]=[CH:16][CH:17]=[CH:18][CH:19]=1, predict the reactants needed to synthesize it. The reactants are: FC(F)(F)C(O)=O.[CH3:8][N:9]([CH3:37])[CH2:10][CH2:11][C:12]([C:21]1[CH:26]=[CH:25][C:24]([O:27][CH2:28][CH2:29][CH2:30][N:31]2[CH2:36][CH2:35][CH2:34][CH2:33][CH2:32]2)=[CH:23][CH:22]=1)(O)[CH2:13][C:14]1[CH:19]=[CH:18][CH:17]=[CH:16][CH:15]=1.CN(C)CCC(C1C=CC(OCCCN2CCCCC2)=CC=1)=O.C([Mg]Br)C1C=CC=CC=1.[NH4+].[Cl-].C([O-])(O)=O.[Na+]. (4) The reactants are: C([O:3][C:4]([C:6]1[CH:14]=[C:13]2[C:9]([C:10]([C:25](=[O:36])[NH:26][CH2:27][C:28]3[CH:33]=[CH:32][C:31]([F:34])=[C:30]([F:35])[CH:29]=3)=[C:11]([CH:22]([CH3:24])[CH3:23])[N:12]2[CH2:15][C:16]2[CH:21]=[CH:20][CH:19]=[CH:18][N:17]=2)=[CH:8][CH:7]=1)=[O:5])C.[OH-].[Na+].O. Given the product [F:35][C:30]1[CH:29]=[C:28]([CH:33]=[CH:32][C:31]=1[F:34])[CH2:27][NH:26][C:25]([C:10]1[C:9]2[C:13](=[CH:14][C:6]([C:4]([OH:5])=[O:3])=[CH:7][CH:8]=2)[N:12]([CH2:15][C:16]2[CH:21]=[CH:20][CH:19]=[CH:18][N:17]=2)[C:11]=1[CH:22]([CH3:24])[CH3:23])=[O:36], predict the reactants needed to synthesize it.